From a dataset of Full USPTO retrosynthesis dataset with 1.9M reactions from patents (1976-2016). Predict the reactants needed to synthesize the given product. (1) Given the product [Cl:59][C:7]1[CH:2]=[C:3]([NH:9][C:10]2[CH:15]=[CH:14][C:13]([C:16]([C:18]3[CH:23]=[C:22]([N:24]4[CH:28]=[C:27]([CH2:29][CH2:30][OH:31])[N:26]=[N:25]4)[CH:21]=[CH:20][C:19]=3[CH3:32])=[O:17])=[C:12]([CH3:33])[CH:11]=2)[CH:4]=[CH:5][C:6]=1[F:8], predict the reactants needed to synthesize it. The reactants are: F[C:2]1[CH:7]=[C:6]([F:8])[CH:5]=[CH:4][C:3]=1[NH:9][C:10]1[CH:15]=[CH:14][C:13]([C:16]([C:18]2[CH:23]=[C:22]([N:24]3[CH:28]=[C:27]([CH2:29][CH2:30][OH:31])[N:26]=[N:25]3)[CH:21]=[CH:20][C:19]=2[CH3:32])=[O:17])=[C:12]([CH3:33])[CH:11]=1.BrC1C=CC(C(C2C=C(N3C=C(CCO)N=N3)C=CC=2C)=O)=C(C)C=1.[Cl:59]C1C=C(N)C=CC=1F. (2) Given the product [CH:12]1([C:10]2[C:9]3[C:4](=[CH:5][CH:6]=[CH:7][CH:8]=3)[C:3](=[O:15])[N:2]([NH:1][C:25](=[O:26])[CH2:24][C:19]3[CH:18]=[C:17]([F:16])[CH:22]=[C:21]([F:23])[CH:20]=3)[N:11]=2)[CH2:13][CH2:14]1, predict the reactants needed to synthesize it. The reactants are: [NH2:1][N:2]1[N:11]=[C:10]([CH:12]2[CH2:14][CH2:13]2)[C:9]2[C:4](=[CH:5][CH:6]=[CH:7][CH:8]=2)[C:3]1=[O:15].[F:16][C:17]1[CH:18]=[C:19]([CH2:24][C:25](O)=[O:26])[CH:20]=[C:21]([F:23])[CH:22]=1. (3) Given the product [CH3:17][O:15][C:14](=[O:16])[CH2:13][CH2:12][C:9]1[CH:8]=[CH:7][C:6]([NH2:5])=[CH:11][CH:10]=1, predict the reactants needed to synthesize it. The reactants are: O=S(Cl)Cl.[NH2:5][C:6]1[CH:11]=[CH:10][C:9]([CH2:12][CH2:13][C:14]([OH:16])=[O:15])=[CH:8][CH:7]=1.[CH3:17]O. (4) Given the product [NH2:14][C:15]1[C:24]([NH:25][C:9](=[O:11])[C:8]2[C:3]([C:2]([F:1])([F:13])[F:12])=[CH:4][CH:5]=[N:6][CH:7]=2)=[CH:23][CH:22]=[CH:21][C:16]=1[C:17]([O:19][CH3:20])=[O:18], predict the reactants needed to synthesize it. The reactants are: [F:1][C:2]([F:13])([F:12])[C:3]1[C:8]([C:9]([OH:11])=O)=[CH:7][N:6]=[CH:5][CH:4]=1.[NH2:14][C:15]1[C:24]([NH2:25])=[CH:23][CH:22]=[CH:21][C:16]=1[C:17]([O:19][CH3:20])=[O:18].CN(C(ON1N=NC2C=CC=NC1=2)=[N+](C)C)C.F[P-](F)(F)(F)(F)F.CCN(C(C)C)C(C)C. (5) Given the product [CH2:18]([O:25][C:26]1[CH:31]=[CH:30][C:29](/[CH:32]=[CH:33]/[C:34]([NH:17][C:14]2[CH:15]=[C:16]3[C:11]([CH:10]=[N:9][N:8]3[CH2:7][CH2:6][N:1]3[CH2:5][CH2:4][CH2:3][CH2:2]3)=[CH:12][CH:13]=2)=[O:35])=[CH:28][C:27]=1[O:37][CH3:38])[C:19]1[CH:20]=[CH:21][CH:22]=[CH:23][CH:24]=1, predict the reactants needed to synthesize it. The reactants are: [N:1]1([CH2:6][CH2:7][N:8]2[C:16]3[C:11](=[CH:12][CH:13]=[C:14]([NH2:17])[CH:15]=3)[CH:10]=[N:9]2)[CH2:5][CH2:4][CH2:3][CH2:2]1.[CH2:18]([O:25][C:26]1[CH:31]=[CH:30][C:29]([CH:32]=[CH:33][C:34](O)=[O:35])=[CH:28][C:27]=1[O:37][CH3:38])[C:19]1[CH:24]=[CH:23][CH:22]=[CH:21][CH:20]=1. (6) Given the product [C:22]1([C:15]2[CH:16]=[CH:17][C:18]3[C:19]4[CH2:20][CH2:21][NH:8][CH2:9][CH2:10][C:11]=4[NH:12][C:13]=3[CH:14]=2)[CH:23]=[CH:24][CH:25]=[CH:26][CH:27]=1, predict the reactants needed to synthesize it. The reactants are: C([N:8]1[CH2:21][CH2:20][C:19]2[C:18]3[CH:17]=[CH:16][C:15]([C:22]4[CH:27]=[CH:26][CH:25]=[CH:24][CH:23]=4)=[CH:14][C:13]=3[NH:12][C:11]=2[CH2:10][CH2:9]1)C1C=CC=CC=1. (7) Given the product [CH2:17]([N:14]([CH2:15][CH3:16])[C:11]1[N:12]=[N:13][C:8]([C:4]2[CH:3]=[C:2]([NH:1][S:30]([C:33]([F:36])([F:35])[F:34])(=[O:32])=[O:31])[CH:7]=[CH:6][CH:5]=2)=[CH:9][CH:10]=1)[C:18]1[CH:19]=[CH:20][CH:21]=[CH:22][CH:23]=1, predict the reactants needed to synthesize it. The reactants are: [NH2:1][C:2]1[CH:3]=[C:4]([C:8]2[N:13]=[N:12][C:11]([N:14]([CH2:17][C:18]3[CH:23]=[CH:22][CH:21]=[CH:20][CH:19]=3)[CH2:15][CH3:16])=[CH:10][CH:9]=2)[CH:5]=[CH:6][CH:7]=1.N1C=CC=CC=1.[S:30](O[S:30]([C:33]([F:36])([F:35])[F:34])(=[O:32])=[O:31])([C:33]([F:36])([F:35])[F:34])(=[O:32])=[O:31].